From a dataset of Forward reaction prediction with 1.9M reactions from USPTO patents (1976-2016). Predict the product of the given reaction. (1) Given the reactants [NH2:1][C:2]1[CH:7]=[CH:6][C:5]([Br:8])=[CH:4][C:3]=1[C:9]([C:11]1[CH:16]=[CH:15][N:14]=[CH:13][CH:12]=1)=[O:10].[C:17]([C:21]1[CH:26]=[CH:25][C:24]([S:27](Cl)(=[O:29])=[O:28])=[CH:23][CH:22]=1)([CH3:20])([CH3:19])[CH3:18], predict the reaction product. The product is: [Br:8][C:5]1[CH:6]=[CH:7][C:2]([NH:1][S:27]([C:24]2[CH:25]=[CH:26][C:21]([C:17]([CH3:20])([CH3:19])[CH3:18])=[CH:22][CH:23]=2)(=[O:29])=[O:28])=[C:3]([C:9]([C:11]2[CH:16]=[CH:15][N:14]=[CH:13][CH:12]=2)=[O:10])[CH:4]=1. (2) Given the reactants [N:1]1([C:11]([C:13]2[CH:22]=[CH:21][C:16]([C:17]([O:19][CH3:20])=[O:18])=[C:15]([NH:23][C:24](=[O:34])[C:25]3[CH:30]=[CH:29][CH:28]=[CH:27][C:26]=3[N+:31]([O-])=O)[CH:14]=2)=[O:12])[C:10]2[C:5](=[CH:6][CH:7]=[CH:8][CH:9]=2)[CH2:4][CH2:3][CH2:2]1, predict the reaction product. The product is: [NH2:31][C:26]1[CH:27]=[CH:28][CH:29]=[CH:30][C:25]=1[C:24]([NH:23][C:15]1[CH:14]=[C:13]([C:11]([N:1]2[C:10]3[C:5](=[CH:6][CH:7]=[CH:8][CH:9]=3)[CH2:4][CH2:3][CH2:2]2)=[O:12])[CH:22]=[CH:21][C:16]=1[C:17]([O:19][CH3:20])=[O:18])=[O:34].